This data is from Full USPTO retrosynthesis dataset with 1.9M reactions from patents (1976-2016). The task is: Predict the reactants needed to synthesize the given product. (1) Given the product [CH:33]1[C:27]2[N:26]3[C:22]([C@@H:18]4[C@H:19]([CH3:21])[CH2:20][C@H:16]([NH2:8])[CH2:17]4)=[CH:23][N:24]=[C:25]3[CH:30]=[N:29][C:28]=2[NH:31][CH:32]=1, predict the reactants needed to synthesize it. The reactants are: C([N:8]([C@H:16]1[CH2:20][C@@H:19]([CH3:21])[C@@H:18]([C:22]2[N:26]3[C:27]4[CH:33]=[CH:32][NH:31][C:28]=4[N:29]=[CH:30][C:25]3=[N:24][CH:23]=2)[CH2:17]1)CC1C=CC=CC=1)C1C=CC=CC=1.C(O)C. (2) Given the product [C:1]1([S:7]([C:10]2[CH:11]=[C:12]3[C:17](=[CH:18][CH:19]=2)[CH:16]([CH2:20][NH:21][C:28]([NH2:29])=[NH:23])[CH2:15][CH2:14][CH2:13]3)(=[O:9])=[O:8])[CH:2]=[CH:3][CH:4]=[CH:5][CH:6]=1, predict the reactants needed to synthesize it. The reactants are: [C:1]1([S:7]([C:10]2[CH:11]=[C:12]3[C:17](=[CH:18][CH:19]=2)[CH:16]([CH2:20][NH2:21])[CH2:15][CH2:14][CH2:13]3)(=[O:9])=[O:8])[CH:6]=[CH:5][CH:4]=[CH:3][CH:2]=1.Cl.[N:23]1([C:28](N)=[NH:29])C=CC=N1.C(N(CC)C(C)C)C.O. (3) Given the product [Br:1][C:2]1[CH:7]=[CH:6][C:5]([O:8][CH2:12][C:13]2[CH:18]=[CH:17][CH:16]=[CH:15][CH:14]=2)=[C:4]([CH2:9][CH2:10][CH3:11])[CH:3]=1, predict the reactants needed to synthesize it. The reactants are: [Br:1][C:2]1[CH:7]=[CH:6][C:5]([OH:8])=[C:4]([CH2:9][CH2:10][CH3:11])[CH:3]=1.[CH2:12](Br)[C:13]1[CH:18]=[CH:17][CH:16]=[CH:15][CH:14]=1.C(=O)([O-])[O-].[K+].[K+]. (4) The reactants are: Br[C:2]1[CH:3]=[N:4][C:5]2[N:6]([C:8]([CH2:11][C:12]3[CH:13]=[C:14]4[C:19](=[CH:20][CH:21]=3)[N:18]=[CH:17][CH:16]=[CH:15]4)=[N:9][N:10]=2)[CH:7]=1.[C:22]1(B(O)O)[CH:27]=[CH:26][CH:25]=[CH:24][CH:23]=1.C(=O)([O-])[O-].[Na+].[Na+]. Given the product [C:22]1([C:2]2[CH:3]=[N:4][C:5]3[N:6]([C:8]([CH2:11][C:12]4[CH:13]=[C:14]5[C:19](=[CH:20][CH:21]=4)[N:18]=[CH:17][CH:16]=[CH:15]5)=[N:9][N:10]=3)[CH:7]=2)[CH:27]=[CH:26][CH:25]=[CH:24][CH:23]=1, predict the reactants needed to synthesize it. (5) Given the product [Cl:1][C:2]1[C:3]([F:17])=[C:4]([CH:6]=[CH:7][C:8]=1[O:9][C:10]1[CH:15]=[CH:14][N:13]=[C:12]([C:22]2[CH:21]=[N:20][N:19]([CH3:18])[CH:23]=2)[CH:11]=1)[NH2:5], predict the reactants needed to synthesize it. The reactants are: [Cl:1][C:2]1[C:3]([F:17])=[C:4]([CH:6]=[CH:7][C:8]=1[O:9][C:10]1[CH:15]=[CH:14][N:13]=[C:12](Cl)[CH:11]=1)[NH2:5].[CH3:18][N:19]1[CH:23]=[C:22](B2OC(C)(C)C(C)(C)O2)[CH:21]=[N:20]1.[O-]P([O-])([O-])=O.[K+].[K+].[K+]. (6) The reactants are: Cl.[F:2][C:3]1[CH:8]=[CH:7][C:6]([NH:9][C:10]2[CH:15]=[CH:14][N:13]=[C:12]([NH:16][C:17]3[CH:22]=[CH:21][C:20]([S:23]([Cl:26])(=[O:25])=[O:24])=[CH:19][CH:18]=3)[N:11]=2)=[CH:5][C:4]=1[CH3:27].C(OC([N:35]1[CH2:38][CH:37]([NH:39][CH2:40][CH2:41][N:42]2[CH2:46][CH2:45][CH2:44][CH2:43]2)[CH2:36]1)=O)(C)(C)C. Given the product [ClH:26].[NH:35]1[CH2:36][CH:37]([N:39]([CH2:40][CH2:41][N:42]2[CH2:43][CH2:44][CH2:45][CH2:46]2)[S:23]([C:20]2[CH:21]=[CH:22][C:17]([NH:16][C:12]3[N:11]=[C:10]([NH:9][C:6]4[CH:7]=[CH:8][C:3]([F:2])=[C:4]([CH3:27])[CH:5]=4)[CH:15]=[CH:14][N:13]=3)=[CH:18][CH:19]=2)(=[O:25])=[O:24])[CH2:38]1, predict the reactants needed to synthesize it. (7) Given the product [F:1][C:2]1[CH:3]=[N:4][C:5]([NH:11][C:12]2[CH:17]=[CH:16][CH:15]=[CH:14][CH:13]=2)=[C:6]([CH:10]=1)[C:7]([NH:19][C:20]([CH3:25])([CH2:23][CH3:24])[C:21]#[CH:22])=[O:9], predict the reactants needed to synthesize it. The reactants are: [F:1][C:2]1[CH:3]=[N:4][C:5]([NH:11][C:12]2[CH:17]=[CH:16][CH:15]=[CH:14][CH:13]=2)=[C:6]([CH:10]=1)[C:7]([OH:9])=O.Cl.[NH2:19][C:20]([CH3:25])([CH2:23][CH3:24])[C:21]#[CH:22].C1C=CC2N(O)N=NC=2C=1.CCN=C=NCCCN(C)C.CCN(C(C)C)C(C)C. (8) Given the product [C:16]([O:20][C:21]([N:23]1[C:31]2[C:26](=[CH:27][CH:28]=[CH:29][CH:30]=2)[CH:25]=[C:24]1[C:2]1[CH:7]=[C:6]([C:8]2[CH:13]=[CH:12][N:11]=[CH:10][CH:9]=2)[N:5]=[N:4][C:3]=1[O:14][CH3:15])=[O:22])([CH3:19])([CH3:17])[CH3:18], predict the reactants needed to synthesize it. The reactants are: I[C:2]1[CH:7]=[C:6]([C:8]2[CH:13]=[CH:12][N:11]=[CH:10][CH:9]=2)[N:5]=[N:4][C:3]=1[O:14][CH3:15].[C:16]([O:20][C:21]([N:23]1[C:31]2[C:26](=[CH:27][CH:28]=[CH:29][CH:30]=2)[CH:25]=[C:24]1B(O)O)=[O:22])([CH3:19])([CH3:18])[CH3:17].C(=O)([O-])[O-].[K+].[K+].C1(P(C2C=CC=CC=2)C2C=CC=CC=2)C=CC=CC=1.